Task: Predict the reactants needed to synthesize the given product.. Dataset: Full USPTO retrosynthesis dataset with 1.9M reactions from patents (1976-2016) (1) The reactants are: [CH2:1]([O:3][C:4]([CH:6]1[CH2:11][CH2:10][CH:9]([NH:12][CH2:13][CH2:14][CH2:15][NH:16]C(OC(C)(C)C)=O)[CH2:8][CH2:7]1)=[O:5])[CH3:2].Cl. Given the product [CH2:1]([O:3][C:4]([CH:6]1[CH2:11][CH2:10][CH:9]([NH:12][CH2:13][CH2:14][CH2:15][NH2:16])[CH2:8][CH2:7]1)=[O:5])[CH3:2], predict the reactants needed to synthesize it. (2) Given the product [CH3:11][N:8]1[C:9]2[CH:10]=[C:2]([N:34]3[CH:35]=[CH:36][C:31]([O:30][CH2:29][C:28]4[CH:38]=[CH:39][C:25]([C:24]([F:40])([F:41])[F:23])=[CH:26][CH:27]=4)=[CH:32][C:33]3=[O:37])[CH:3]=[CH:4][C:5]=2[C:6]2[CH2:15][N:14]([C:16]([O:18][C:19]([CH3:22])([CH3:21])[CH3:20])=[O:17])[CH2:13][CH2:12][C:7]1=2, predict the reactants needed to synthesize it. The reactants are: Br[C:2]1[CH:3]=[CH:4][C:5]2[C:6]3[CH2:15][N:14]([C:16]([O:18][C:19]([CH3:22])([CH3:21])[CH3:20])=[O:17])[CH2:13][CH2:12][C:7]=3[N:8]([CH3:11])[C:9]=2[CH:10]=1.[F:23][C:24]([F:41])([F:40])[C:25]1[CH:39]=[CH:38][C:28]([CH2:29][O:30][C:31]2[CH:36]=[CH:35][NH:34][C:33](=[O:37])[CH:32]=2)=[CH:27][CH:26]=1. (3) Given the product [Br:1][C:2]1[CH:7]=[C:6]([N+:8]([O-:10])=[O:9])[CH:5]=[CH:4][C:3]=1[N:18]1[CH2:23][CH2:22][O:21][CH2:20][CH2:19]1, predict the reactants needed to synthesize it. The reactants are: [Br:1][C:2]1[CH:7]=[C:6]([N+:8]([O-:10])=[O:9])[CH:5]=[CH:4][C:3]=1F.C(=O)([O-])[O-].[K+].[K+].[NH:18]1[CH2:23][CH2:22][O:21][CH2:20][CH2:19]1. (4) Given the product [O:14]1[CH2:19][CH2:18][CH2:17][CH2:16][CH:15]1[O:20][C:21]1[CH:26]=[CH:25][C:24]([O:1][CH:2]([C:6]2[CH:7]=[CH:8][C:9]([C:10]#[N:11])=[CH:12][CH:13]=2)[CH2:3][CH:4]=[CH2:5])=[CH:23][CH:22]=1, predict the reactants needed to synthesize it. The reactants are: [OH:1][CH:2]([C:6]1[CH:13]=[CH:12][C:9]([C:10]#[N:11])=[CH:8][CH:7]=1)[CH2:3][CH:4]=[CH2:5].[O:14]1[CH2:19][CH2:18][CH2:17][CH2:16][CH:15]1[O:20][C:21]1[CH:26]=[CH:25][C:24](O)=[CH:23][CH:22]=1.C(P(CCCC)CCCC)CCC.N(C(N1CCCCC1)=O)=NC(N1CCCCC1)=O. (5) Given the product [C:34]1([CH:27]([C:28]2[CH:29]=[CH:30][CH:31]=[CH:32][CH:33]=2)[N:20]2[C:21]3[C:26](=[CH:25][CH:24]=[CH:23][CH:22]=3)[C@:18]([C:10]3[C:9]([OH:8])=[CH:17][C:13]4[O:14][CH2:15][O:16][C:12]=4[CH:11]=3)([CH2:41][OH:42])[C:19]2=[O:40])[CH:35]=[CH:36][CH:37]=[CH:38][CH:39]=1, predict the reactants needed to synthesize it. The reactants are: C([O:8][C:9]1[C:10]([C@:18]2([CH2:41][O:42]CC3C=CC=CC=3)[C:26]3[C:21](=[CH:22][CH:23]=[CH:24][CH:25]=3)[N:20]([CH:27]([C:34]3[CH:39]=[CH:38][CH:37]=[CH:36][CH:35]=3)[C:28]3[CH:33]=[CH:32][CH:31]=[CH:30][CH:29]=3)[C:19]2=[O:40])=[CH:11][C:12]2[O:16][CH2:15][O:14][C:13]=2[CH:17]=1)C1C=CC=CC=1.O1CCCC1.C(O)C.